This data is from Forward reaction prediction with 1.9M reactions from USPTO patents (1976-2016). The task is: Predict the product of the given reaction. (1) Given the reactants [OH:1][CH2:2][C:3]1[CH:4]=[C:5]2[C:10](=[CH:11][CH:12]=1)[N:9]=[CH:8][C:7]([C:13]#[N:14])=[C:6]2[C:15]1[CH:16]=[N:17][CH:18]=[CH:19][CH:20]=1, predict the reaction product. The product is: [CH:2]([C:3]1[CH:4]=[C:5]2[C:10](=[CH:11][CH:12]=1)[N:9]=[CH:8][C:7]([C:13]#[N:14])=[C:6]2[C:15]1[CH:16]=[N:17][CH:18]=[CH:19][CH:20]=1)=[O:1]. (2) Given the reactants Cl.C(OC(=O)[NH:8][C:9]1[C:13]([C:14]2[CH:19]=[CH:18][C:17]([CH2:20][CH:21]([NH:33][C:34](=[O:36])[CH3:35])[C:22]3[NH:23][CH:24]=[C:25]([CH2:27][C:28]([CH3:32])([CH3:31])[CH2:29][CH3:30])[N:26]=3)=[CH:16][CH:15]=2)=[CH:12][N:11]([CH3:37])[N:10]=1)(C)(C)C, predict the reaction product. The product is: [NH2:8][C:9]1[C:13]([C:14]2[CH:15]=[CH:16][C:17]([CH2:20][CH:21]([NH:33][C:34](=[O:36])[CH3:35])[C:22]3[NH:23][CH:24]=[C:25]([CH2:27][C:28]([CH3:32])([CH3:31])[CH2:29][CH3:30])[N:26]=3)=[CH:18][CH:19]=2)=[CH:12][N:11]([CH3:37])[N:10]=1. (3) Given the reactants [CH3:1][O:2][C:3]([C:5]1[CH:18]=[CH:17][C:8]2[N:9]([CH:13]3[CH2:16][CH2:15][CH2:14]3)[C:10](=[O:12])[NH:11][C:7]=2[CH:6]=1)=[O:4].[H-].[Na+].I[CH3:22], predict the reaction product. The product is: [CH3:1][O:2][C:3]([C:5]1[CH:18]=[CH:17][C:8]2[N:9]([CH:13]3[CH2:16][CH2:15][CH2:14]3)[C:10](=[O:12])[N:11]([CH3:22])[C:7]=2[CH:6]=1)=[O:4]. (4) Given the reactants Cl[C:2]1[C:3]2[CH:10]=[CH:9][NH:8][C:4]=2[N:5]=[CH:6][N:7]=1.C(=O)([O-])[O-].[Cs+].[Cs+].[CH3:17][O:18][CH2:19][CH2:20][OH:21], predict the reaction product. The product is: [CH3:17][O:18][CH2:19][CH2:20][O:21][C:2]1[C:3]2[CH:10]=[CH:9][NH:8][C:4]=2[N:5]=[CH:6][N:7]=1. (5) Given the reactants Cl[C:2]1[N:7]=[C:6]([CH3:8])[C:5]([CH:9]([CH2:14][CH2:15][CH3:16])[C:10]([O:12][CH3:13])=[O:11])=[C:4]([C:17]2[CH:22]=[CH:21][C:20]([CH3:23])=[CH:19][CH:18]=2)[N:3]=1.[F:24][C:25]1[CH:30]=[CH:29][CH:28]=[CH:27][C:26]=1B(O)O.C(N(CC)C(C)C)(C)C, predict the reaction product. The product is: [F:24][C:25]1[CH:30]=[CH:29][CH:28]=[CH:27][C:26]=1[C:2]1[N:7]=[C:6]([CH3:8])[C:5]([CH:9]([CH2:14][CH2:15][CH3:16])[C:10]([O:12][CH3:13])=[O:11])=[C:4]([C:17]2[CH:22]=[CH:21][C:20]([CH3:23])=[CH:19][CH:18]=2)[N:3]=1.